Dataset: Forward reaction prediction with 1.9M reactions from USPTO patents (1976-2016). Task: Predict the product of the given reaction. (1) Given the reactants C(Cl)(=O)C(Cl)=O.CS(C)=O.[OH:11][CH2:12][C:13]1[CH:20]=[CH:19][C:16]([C:17]#[N:18])=[CH:15][N:14]=1.C(N(CC)CC)C, predict the reaction product. The product is: [CH:12]([C:13]1[CH:20]=[CH:19][C:16]([C:17]#[N:18])=[CH:15][N:14]=1)=[O:11]. (2) The product is: [CH3:1][O:2][C:3]([C:5]1[N:6]=[CH:7][S:8][C:9]=1[C:10]1[CH:11]=[C:12]([CH3:16])[CH:13]=[CH:14][CH:15]=1)=[O:4]. Given the reactants [CH3:1][O:2][C:3]([C:5]1[N:6]=[C:7](Br)[S:8][C:9]=1[C:10]1[CH:11]=[C:12]([CH3:16])[CH:13]=[CH:14][CH:15]=1)=[O:4], predict the reaction product. (3) Given the reactants [C:1]([C:5]1[CH:39]=[CH:38][C:8]([C:9]([N:11]2[C@@H:15]([C:16]3[N:17]=[CH:18][S:19][CH:20]=3)[C@@H:14]([C:21]3[CH:26]=[N:25][CH:24]=[CH:23][N:22]=3)[CH2:13][C@@:12]2([CH2:34][CH:35]([CH3:37])[CH3:36])[C:27]([O:29]C(C)(C)C)=[O:28])=[O:10])=[CH:7][C:6]=1[O:40][CH3:41])([CH3:4])([CH3:3])[CH3:2].C(O)(C(F)(F)F)=O, predict the reaction product. The product is: [C:1]([C:5]1[CH:39]=[CH:38][C:8]([C:9]([N:11]2[C@@H:15]([C:16]3[N:17]=[CH:18][S:19][CH:20]=3)[C@@H:14]([C:21]3[CH:26]=[N:25][CH:24]=[CH:23][N:22]=3)[CH2:13][C@@:12]2([CH2:34][CH:35]([CH3:36])[CH3:37])[C:27]([OH:29])=[O:28])=[O:10])=[CH:7][C:6]=1[O:40][CH3:41])([CH3:3])([CH3:4])[CH3:2]. (4) The product is: [CH2:10]([O:9][C:8]([N:1]([CH2:16][C:11]1[CH:10]=[CH:26][C:25]([O:24][CH3:23])=[CH:13][CH:12]=1)[CH2:2][CH2:3][CH2:4][C:5]([OH:7])=[O:6])=[O:17])[C:11]1[CH:16]=[CH:15][CH:14]=[CH:13][CH:12]=1. Given the reactants [NH2:1][CH2:2][CH2:3][CH2:4][C:5]([OH:7])=[O:6].[C:8](Cl)(=[O:17])[O:9][CH2:10][C:11]1[CH:16]=[CH:15][CH:14]=[CH:13][CH:12]=1.[OH-].[Na+].O1[CH2:26][CH2:25][O:24][CH2:23]C1, predict the reaction product.